Dataset: Forward reaction prediction with 1.9M reactions from USPTO patents (1976-2016). Task: Predict the product of the given reaction. (1) The product is: [CH2:1]([O:3][C:4]1[CH:5]=[C:6]([CH:10]=[CH:11][C:12]=1[O:13][CH2:14][CH3:15])[C:7]([Cl:18])=[O:8])[CH3:2]. Given the reactants [CH2:1]([O:3][C:4]1[CH:5]=[C:6]([CH:10]=[CH:11][C:12]=1[O:13][CH2:14][CH3:15])[C:7](O)=[O:8])[CH3:2].O=S(Cl)[Cl:18], predict the reaction product. (2) Given the reactants [CH2:1]([S:16][CH:17]([CH2:23][CH3:24])[C:18]([O:20]CC)=[O:19])[CH2:2]/[CH:3]=[CH:4]\[CH2:5]/[CH:6]=[CH:7]\[CH2:8]/[CH:9]=[CH:10]\[CH2:11]/[CH:12]=[CH:13]\[CH2:14][CH3:15].[Li+].[OH-].Cl, predict the reaction product. The product is: [CH2:1]([S:16][CH:17]([CH2:23][CH3:24])[C:18]([OH:20])=[O:19])[CH2:2]/[CH:3]=[CH:4]\[CH2:5]/[CH:6]=[CH:7]\[CH2:8]/[CH:9]=[CH:10]\[CH2:11]/[CH:12]=[CH:13]\[CH2:14][CH3:15]. (3) Given the reactants [F:1][C:2]([F:39])([F:38])[C:3]1[CH:4]=[C:5]([C@H:13]2[O:17][C:16](=[O:18])[N:15]([CH2:19][C:20]3[CH:25]=[C:24]([C:26]([F:29])([F:28])[F:27])[CH:23]=[CH:22][C:21]=3[CH:30]([NH:33][CH:34]([CH3:36])[CH3:35])[CH2:31][CH3:32])[C@H:14]2[CH3:37])[CH:6]=[C:7]([C:9]([F:12])([F:11])[F:10])[CH:8]=1.[CH:40](=O)[CH3:41].[BH-](OC(C)=O)(OC(C)=O)OC(C)=O.[Na+], predict the reaction product. The product is: [F:39][C:2]([F:1])([F:38])[C:3]1[CH:4]=[C:5]([C@H:13]2[O:17][C:16](=[O:18])[N:15]([CH2:19][C:20]3[CH:25]=[C:24]([C:26]([F:27])([F:28])[F:29])[CH:23]=[CH:22][C:21]=3[CH:30]([N:33]([CH2:40][CH3:41])[CH:34]([CH3:35])[CH3:36])[CH2:31][CH3:32])[C@H:14]2[CH3:37])[CH:6]=[C:7]([C:9]([F:11])([F:10])[F:12])[CH:8]=1. (4) The product is: [P:1]([OH:3])([OH:8])([O:13][C:14]1[CH:19]=[CH:18][C:17]([C:20]2[C:29](=[O:30])[C:28]3[C:23](=[CH:24][C:25]([O:31][CH2:32][C:33]4[N:34]=[C:35]([C:38]5[CH:43]=[C:42]([F:44])[CH:41]=[C:40]([C:45]([F:46])([F:47])[F:48])[CH:39]=5)[O:36][CH:37]=4)=[CH:26][CH:27]=3)[O:22][CH:21]=2)=[CH:16][CH:15]=1)=[O:2]. Given the reactants [P:1]([O:13][C:14]1[CH:19]=[CH:18][C:17]([C:20]2[C:29](=[O:30])[C:28]3[C:23](=[CH:24][C:25]([O:31][CH2:32][C:33]4[N:34]=[C:35]([C:38]5[CH:43]=[C:42]([F:44])[CH:41]=[C:40]([C:45]([F:48])([F:47])[F:46])[CH:39]=5)[O:36][CH:37]=4)=[CH:26][CH:27]=3)[O:22][CH:21]=2)=[CH:16][CH:15]=1)([O:8]C(C)(C)C)([O:3]C(C)(C)C)=[O:2].FC(F)(F)C(O)=O, predict the reaction product.